Dataset: Forward reaction prediction with 1.9M reactions from USPTO patents (1976-2016). Task: Predict the product of the given reaction. (1) Given the reactants [F:1][C:2]([F:38])([F:37])[CH:3]([C:28]1[CH:33]=[C:32]([Cl:34])[C:31]([Cl:35])=[C:30]([Cl:36])[CH:29]=1)/[CH:4]=[CH:5]/[C:6]1[C:15]2[C:10](=[CH:11][CH:12]=[CH:13][CH:14]=2)[C:9]([CH2:16][N:17]2C(=O)C3C(=CC=CC=3)C2=O)=[CH:8][CH:7]=1.O.NN, predict the reaction product. The product is: [F:38][C:2]([F:1])([F:37])[CH:3]([C:28]1[CH:29]=[C:30]([Cl:36])[C:31]([Cl:35])=[C:32]([Cl:34])[CH:33]=1)/[CH:4]=[CH:5]/[C:6]1[C:15]2[C:10](=[CH:11][CH:12]=[CH:13][CH:14]=2)[C:9]([CH2:16][NH2:17])=[CH:8][CH:7]=1. (2) Given the reactants ClC1C(F)=C(C=C(C(F)(F)F)C=1)CN1CCC(COC2C(C3CC3)=CC(C(O)=O)=C(F)C=2)(F)CC1.[CH:36]1([C:39]2[C:40]([O:49][CH2:50][CH:51]3[CH2:56][CH2:55][N:54]([S:57]([CH:60]4[CH2:63][O:62][CH2:61]4)(=[O:59])=[O:58])[CH2:53][CH2:52]3)=[CH:41][C:42]([F:48])=[C:43]([CH:47]=2)[C:44]([OH:46])=O)[CH2:38][CH2:37]1, predict the reaction product. The product is: [CH:36]1([C:39]2[C:40]([O:49][CH2:50][CH:51]3[CH2:52][CH2:53][N:54]([S:57]([CH:60]4[CH2:63][O:62][CH2:61]4)(=[O:58])=[O:59])[CH2:55][CH2:56]3)=[CH:41][C:42]([F:48])=[C:43]([CH:47]=2)[C:44]([NH:54][S:57]([CH3:60])(=[O:59])=[O:58])=[O:46])[CH2:38][CH2:37]1.